Dataset: Forward reaction prediction with 1.9M reactions from USPTO patents (1976-2016). Task: Predict the product of the given reaction. Given the reactants [CH:1](=[O:4])[CH2:2][CH3:3].[CH:5]1([CH:11]=[O:12])[CH2:10][CH2:9][CH2:8][CH2:7][CH2:6]1.N1CCC[C@H]1C(O)=O, predict the reaction product. The product is: [CH:5]1([C@H:11]([OH:12])[C@H:2]([CH3:3])[CH:1]=[O:4])[CH2:10][CH2:9][CH2:8][CH2:7][CH2:6]1.